This data is from Catalyst prediction with 721,799 reactions and 888 catalyst types from USPTO. The task is: Predict which catalyst facilitates the given reaction. (1) Reactant: [CH2:1]([NH:8][C@H:9]([C:13]1[CH:18]=[CH:17][CH:16]=[CH:15][CH:14]=1)[C@@H:10]([OH:12])[CH3:11])[C:2]1[CH:7]=[CH:6][CH:5]=[CH:4][CH:3]=1.C(N(CC)CC)C.[Cl:26][CH2:27][C:28](Cl)=[O:29]. Product: [CH2:1]([N:8]([C@H:9]([C:13]1[CH:18]=[CH:17][CH:16]=[CH:15][CH:14]=1)[C@@H:10]([OH:12])[CH3:11])[C:28](=[O:29])[CH2:27][Cl:26])[C:2]1[CH:3]=[CH:4][CH:5]=[CH:6][CH:7]=1. The catalyst class is: 4. (2) Product: [OH:2][C:3]1[CH:4]=[CH:5][C:6]([CH2:7][N:8]2[C:16]3[CH:15]=[C:14]4[NH:17][C:18]([NH:20][C:21](=[O:28])[C:22]5[CH:27]=[CH:26][CH:25]=[CH:24][CH:23]=5)=[N:19][C:13]4=[CH:12][C:11]=3[C:10]([CH3:29])([CH3:30])[C:9]2=[O:31])=[CH:32][CH:33]=1. The catalyst class is: 2. Reactant: C[O:2][C:3]1[CH:33]=[CH:32][C:6]([CH2:7][N:8]2[C:16]3[CH:15]=[C:14]4[NH:17][C:18]([NH:20][C:21](=[O:28])[C:22]5[CH:27]=[CH:26][CH:25]=[CH:24][CH:23]=5)=[N:19][C:13]4=[CH:12][C:11]=3[C:10]([CH3:30])([CH3:29])[C:9]2=[O:31])=[CH:5][CH:4]=1.B(Br)(Br)Br.Cl. (3) Reactant: [Br:1][C:2]1[CH:7]=[CH:6][C:5]([C:8]2[CH:16]=[CH:15][CH:14]=[C:13]3[C:9]=2[CH2:10][C:11](=[O:17])[NH:12]3)=[CH:4][CH:3]=1.[N:18]1([CH2:23][CH2:24][NH:25][C:26]([C:28]2[CH:32]=[C:31]([CH3:33])[NH:30][C:29]=2[CH:34]=O)=[O:27])[CH2:22][CH2:21][CH2:20][CH2:19]1. Product: [N:18]1([CH2:23][CH2:24][NH:25][C:26]([C:28]2[CH:32]=[C:31]([CH3:33])[NH:30][C:29]=2[CH:34]=[C:10]2[C:9]3[C:13](=[CH:14][CH:15]=[CH:16][C:8]=3[C:5]3[CH:4]=[CH:3][C:2]([Br:1])=[CH:7][CH:6]=3)[NH:12][C:11]2=[O:17])=[O:27])[CH2:22][CH2:21][CH2:20][CH2:19]1. The catalyst class is: 360. (4) Reactant: [CH3:1]C([O-])(C)C.[K+].[Br:7][C:8]1[CH:9]=[CH:10][C:11]([F:17])=[C:12]([C:14](=O)[CH3:15])[CH:13]=1.C(OCC)(=O)C. Product: [Br:7][C:8]1[CH:9]=[CH:10][C:11]([F:17])=[C:12]([C:14]([CH3:1])=[CH2:15])[CH:13]=1. The catalyst class is: 597. (5) Reactant: [NH:1](C(OC(C)(C)C)=O)[C@H:2]([C:4]([NH:6][C@H:7]([C:25]([N:27]1[CH2:66][CH2:65][CH2:64][C@H:28]1[C:29]([NH:31][C@H:32]([C:34]([NH:36][C@H:37]([C:54]([O:56][CH2:57][C:58]1[CH:63]=[CH:62][CH:61]=[CH:60][CH:59]=1)=[O:55])[CH2:38][CH2:39][CH2:40][CH2:41][NH:42][C:43]([O:45][CH2:46][C:47]1[CH:53]=[CH:52][CH:51]=[CH:50][C:48]=1[Cl:49])=[O:44])=[O:35])[CH3:33])=[O:30])=[O:26])[CH2:8][CH2:9][CH2:10][NH:11][C:12](=[NH:24])[NH:13][S:14]([C:17]1[CH:23]=[CH:22][C:20]([CH3:21])=[CH:19][CH:18]=1)(=[O:16])=[O:15])=[O:5])[CH3:3].C(Cl)(Cl)[Cl:75].CO. Product: [NH:1]([Cl:75])[C@H:2]([C:4]([NH:6][C@H:7]([C:25]([N:27]1[CH2:66][CH2:65][CH2:64][C@H:28]1[C:29]([NH:31][C@H:32]([C:34]([NH:36][C@H:37]([C:54]([O:56][CH2:57][C:58]1[CH:63]=[CH:62][CH:61]=[CH:60][CH:59]=1)=[O:55])[CH2:38][CH2:39][CH2:40][CH2:41][NH:42][C:43]([O:45][CH2:46][C:47]1[CH:53]=[CH:52][CH:51]=[CH:50][C:48]=1[Cl:49])=[O:44])=[O:35])[CH3:33])=[O:30])=[O:26])[CH2:8][CH2:9][CH2:10][NH:11][C:12](=[NH:24])[NH:13][S:14]([C:17]1[CH:23]=[CH:22][C:20]([CH3:21])=[CH:19][CH:18]=1)(=[O:16])=[O:15])=[O:5])[CH3:3]. The catalyst class is: 601. (6) Reactant: OC(C)(C)[CH2:3][C@@:4]1([C:28]2[CH:33]=[CH:32][CH:31]=[CH:30][CH:29]=2)[O:9][C:8](=[O:10])[N:7]([C@H:11]([C:13]2[CH:18]=[CH:17][C:16](B3OC(C)(C)C(C)(C)O3)=[CH:15][CH:14]=2)[CH3:12])[CH2:6][CH2:5]1.[C:36]([O-:39])([O-])=O.[Cs+].[Cs+]. Product: [OH:9][C:4]([CH3:5])([CH3:3])[CH2:3][C@@:4]1([C:28]2[CH:33]=[CH:32][CH:31]=[CH:30][CH:29]=2)[O:9][C:8](=[O:10])[N:7]([C@H:11]([C:13]2[CH:18]=[CH:17][C:16]([C:14]3[CH:13]=[CH:11][NH:7][C:36](=[O:39])[CH:15]=3)=[CH:15][CH:14]=2)[CH3:12])[CH2:6][CH2:5]1. The catalyst class is: 12. (7) Reactant: [F:1][C:2]([F:41])([F:40])[C:3]1[CH:39]=[CH:38][C:6]([CH2:7][N:8]2[C:16]3[C:11](=[CH:12][C:13]([O:17][CH2:18][C:19]([O:21]CC)=[O:20])=[CH:14][CH:15]=3)[C:10]([CH:24]=[N:25][O:26][CH2:27][C:28]3[CH:33]=[CH:32][C:31]([C:34]([F:37])([F:36])[F:35])=[CH:30][CH:29]=3)=[CH:9]2)=[CH:5][CH:4]=1.O.[OH-].[Li+]. Product: [F:40][C:2]([F:1])([F:41])[C:3]1[CH:39]=[CH:38][C:6]([CH2:7][N:8]2[C:16]3[C:11](=[CH:12][C:13]([O:17][CH2:18][C:19]([OH:21])=[O:20])=[CH:14][CH:15]=3)[C:10]([CH:24]=[N:25][O:26][CH2:27][C:28]3[CH:33]=[CH:32][C:31]([C:34]([F:37])([F:36])[F:35])=[CH:30][CH:29]=3)=[CH:9]2)=[CH:5][CH:4]=1. The catalyst class is: 1. (8) Reactant: [Br:1][C:2]1[CH:10]=[C:9]([F:11])[CH:8]=[C:7]2[C:3]=1[CH:4]=[N:5][NH:6]2.[H-].[Na+].I[CH3:15].O. Product: [Br:1][C:2]1[CH:10]=[C:9]([F:11])[CH:8]=[C:7]2[C:3]=1[CH:4]=[N:5][N:6]2[CH3:15].[Br:1][C:2]1[C:3]2[C:7]([CH:8]=[C:9]([F:11])[CH:10]=1)=[N:6][N:5]([CH3:15])[CH:4]=2. The catalyst class is: 3. (9) Reactant: [Cl:1][C:2]1[C:7]([Cl:8])=[CH:6][CH:5]=[CH:4][C:3]=1[C:9]1[NH:13][N:12]=[N:11][N:10]=1.C(N(CC)CC)C.Br.Br[CH2:23][C:24]1[CH:25]=[N:26][CH:27]=[CH:28][CH:29]=1. Product: [Cl:1][C:2]1[C:7]([Cl:8])=[CH:6][CH:5]=[CH:4][C:3]=1[C:9]1[N:13]([CH2:23][C:24]2[CH:25]=[N:26][CH:27]=[CH:28][CH:29]=2)[N:12]=[N:11][N:10]=1. The catalyst class is: 210.